Task: Predict the product of the given reaction.. Dataset: Forward reaction prediction with 1.9M reactions from USPTO patents (1976-2016) (1) Given the reactants [Cl:1][C:2]1[C:3]([O:29][C@H:30]2[CH2:35][C:34]([F:37])([F:36])[CH2:33][CH2:32][C@@H:31]2[C:38]2[N:42]([CH3:43])[N:41]=[CH:40][CH:39]=2)=[CH:4][C:5]([F:28])=[C:6]([S:8]([N:11](CC2C=CC(OC)=CC=2OC)[C:12]2[S:13][CH:14]=[N:15][N:16]=2)(=[O:10])=[O:9])[CH:7]=1.C([SiH](CC)CC)C.FC(F)(F)C(O)=O, predict the reaction product. The product is: [Cl:1][C:2]1[C:3]([O:29][C@H:30]2[CH2:35][C:34]([F:37])([F:36])[CH2:33][CH2:32][C@@H:31]2[C:38]2[N:42]([CH3:43])[N:41]=[CH:40][CH:39]=2)=[CH:4][C:5]([F:28])=[C:6]([S:8]([NH:11][C:12]2[S:13][CH:14]=[N:15][N:16]=2)(=[O:10])=[O:9])[CH:7]=1. (2) Given the reactants Cl.[NH2:2][C@@H:3]1[CH2:12][CH2:11][CH2:10][C:9]2[C:8]([C:13]3[N:17]=[C:16]([C:18]4[CH:19]=[CH:20][C:21]([O:26][CH:27]([CH3:29])[CH3:28])=[C:22]([CH:25]=4)[C:23]#[N:24])[O:15][N:14]=3)=[CH:7][CH:6]=[CH:5][C:4]1=2.Br[CH2:31][C:32]([O:34][CH3:35])=[O:33].C([O-])([O-])=O.[K+].[K+], predict the reaction product. The product is: [C:23]([C:22]1[CH:25]=[C:18]([C:16]2[O:15][N:14]=[C:13]([C:8]3[CH:7]=[CH:6][CH:5]=[C:4]4[C:9]=3[CH2:10][CH2:11][CH2:12][C@H:3]4[NH:2][CH2:31][C:32]([O:34][CH3:35])=[O:33])[N:17]=2)[CH:19]=[CH:20][C:21]=1[O:26][CH:27]([CH3:29])[CH3:28])#[N:24]. (3) Given the reactants [Br:1][C:2]1[CH:10]=[C:9]2[C:5]([CH:6]=[C:7]([C:11]([N:13]3[CH2:18][CH2:17][N:16]([S:19]([CH2:22][CH3:23])(=[O:21])=[O:20])[CH2:15][CH2:14]3)=[O:12])[NH:8]2)=[CH:4][C:3]=1[O:24][CH:25]1[CH2:30][CH2:29][N:28]([CH:31]([CH3:33])[CH3:32])[CH2:27][CH2:26]1.[H-].[Na+].CS(O[CH2:41][C:42]([F:45])([F:44])[F:43])(=O)=O.O, predict the reaction product. The product is: [Br:1][C:2]1[CH:10]=[C:9]2[C:5]([CH:6]=[C:7]([C:11]([N:13]3[CH2:14][CH2:15][N:16]([S:19]([CH2:22][CH3:23])(=[O:20])=[O:21])[CH2:17][CH2:18]3)=[O:12])[N:8]2[CH2:41][C:42]([F:45])([F:44])[F:43])=[CH:4][C:3]=1[O:24][CH:25]1[CH2:30][CH2:29][N:28]([CH:31]([CH3:32])[CH3:33])[CH2:27][CH2:26]1.